This data is from Full USPTO retrosynthesis dataset with 1.9M reactions from patents (1976-2016). The task is: Predict the reactants needed to synthesize the given product. (1) Given the product [NH2:2][C:5]1[CH:14]=[C:13]2[C:8]([CH2:9][CH2:10][NH:11][CH2:12]2)=[CH:7][CH:6]=1, predict the reactants needed to synthesize it. The reactants are: Cl.[N+:2]([C:5]1[CH:14]=[C:13]2[C:8]([CH2:9][CH2:10][NH:11][CH2:12]2)=[CH:7][CH:6]=1)([O-])=O.C([O-])(O)=O.[Na+]. (2) Given the product [CH:11]([C:2]1[N:7]=[CH:6][C:5]([C:8](=[O:10])[CH3:9])=[CH:4][CH:3]=1)=[CH2:12], predict the reactants needed to synthesize it. The reactants are: Br[C:2]1[N:7]=[CH:6][C:5]([C:8](=[O:10])[CH3:9])=[CH:4][CH:3]=1.[CH:11](B1OB(C=C)OB(C=C)O1)=[CH2:12].N1C=CC=CC=1.C(=O)([O-])[O-].[K+].[K+]. (3) Given the product [Br:7][C:8]1[CH:9]=[C:1]([CH:14]=[CH:15][C:16]=1[F:17])[C:2]([Cl:4])=[O:3], predict the reactants needed to synthesize it. The reactants are: [C:1](Cl)(=O)[C:2]([Cl:4])=[O:3].[Br:7][C:8]1[CH:9]=C([CH:14]=[CH:15][C:16]=1[F:17])C(O)=O. (4) Given the product [CH3:9][O:8][C:5]1[N:4]2[N:10]=[C:11]([C:13]([F:16])([F:15])[F:14])[N:12]=[C:3]2[C:2]([CH:25]=[O:26])=[CH:7][CH:6]=1, predict the reactants needed to synthesize it. The reactants are: Br[C:2]1[C:3]2[N:4]([N:10]=[C:11]([C:13]([F:16])([F:15])[F:14])[N:12]=2)[C:5]([O:8][CH3:9])=[CH:6][CH:7]=1.C([Li])CCC.CN([CH:25]=[O:26])C.[Cl-].[NH4+]. (5) The reactants are: [N+:1]([C:4]1[CH:9]=[C:8]([NH2:10])[CH:7]=[CH:6][C:5]=1[NH2:11])([O-:3])=[O:2].CO[CH:14]1[CH2:18][CH2:17][CH:16](OC)O1. Given the product [N+:1]([C:4]1[CH:9]=[C:8]([N:10]2[CH:14]=[CH:18][CH:17]=[CH:16]2)[CH:7]=[CH:6][C:5]=1[NH2:11])([O-:3])=[O:2], predict the reactants needed to synthesize it.